Dataset: Reaction yield outcomes from USPTO patents with 853,638 reactions. Task: Predict the reaction yield, written as a fraction of the theoretical maximum amount of product (1.0 means a 100% yield; for example, 0.34 means a 34% yield). (1) The reactants are [CH3:1][O:2][C:3]1[CH:4]=[C:5]([NH:9][C:10](=[O:12])[CH3:11])[CH:6]=[CH:7][CH:8]=1.[C:13](Cl)(=[O:15])[CH3:14].[Cl-].[Al+3].[Cl-].[Cl-]. The catalyst is C(Cl)Cl. The product is [C:13]([C:8]1[CH:7]=[CH:6][C:5]([NH:9][C:10](=[O:12])[CH3:11])=[CH:4][C:3]=1[O:2][CH3:1])(=[O:15])[CH3:14]. The yield is 0.740. (2) The reactants are [CH2:1]([O:3][C:4](=[O:13])[CH2:5][C:6]1[CH:11]=[CH:10][CH:9]=[C:8]([NH2:12])[CH:7]=1)[CH3:2].[N:14]([O-])=O.[Na+].O.O.[Cl:20][Sn]Cl. The catalyst is Cl. The product is [ClH:20].[CH2:1]([O:3][C:4](=[O:13])[CH2:5][C:6]1[CH:11]=[CH:10][CH:9]=[C:8]([NH:12][NH2:14])[CH:7]=1)[CH3:2]. The yield is 0.880. (3) The catalyst is CO.O1CCCC1. The reactants are C([O:8][C:9]1[N:10]=[N:11][C:12]([C:23]#[C:24][CH:25]2[CH2:30][CH2:29][CH2:28][CH2:27][CH2:26]2)=[CH:13][C:14]=1[O:15]CC1C=CC=CC=1)C1C=CC=CC=1. The product is [CH:25]1([CH2:24][CH2:23][C:12]2[CH:13]=[C:14]([OH:15])[C:9](=[O:8])[NH:10][N:11]=2)[CH2:30][CH2:29][CH2:28][CH2:27][CH2:26]1. The yield is 0.110. (4) The reactants are [CH3:1][C:2]1[CH:11]=[CH:10][C:9]2[C:4](=[C:5]([CH3:12])[CH:6]=[CH:7][CH:8]=2)[N:3]=1.[Br:13]N1C(=O)CCC1=O. The catalyst is C(Cl)(Cl)(Cl)Cl.C(OOC(=O)C1C=CC=CC=1)(=O)C1C=CC=CC=1. The product is [Br:13][CH2:12][C:5]1[CH:6]=[CH:7][CH:8]=[C:9]2[C:4]=1[N:3]=[C:2]([CH3:1])[CH:11]=[CH:10]2. The yield is 0.333. (5) The reactants are [CH3:1][C:2]1([CH3:26])[CH2:25][O:24][C:5]2([CH2:10][CH2:9][N:8]([C:11]([C:13]3[CH:18]=[CH:17][C:16]([O:19][CH:20]([CH3:22])[CH3:21])=[C:15]([CH3:23])[CH:14]=3)=[O:12])[CH2:7][CH2:6]2)[CH2:4][NH:3]1.C(=O)([O-])[O-].[K+].[K+].[Cl:33][C:34]1[N:39]=[CH:38][CH:37]=[CH:36][N:35]=1. The catalyst is CS(C)=O. The product is [ClH:33].[CH3:26][C:2]1([CH3:1])[N:3]([C:34]2[N:39]=[CH:38][CH:37]=[CH:36][N:35]=2)[CH2:4][C:5]2([CH2:6][CH2:7][N:8]([C:11]([C:13]3[CH:18]=[CH:17][C:16]([O:19][CH:20]([CH3:22])[CH3:21])=[C:15]([CH3:23])[CH:14]=3)=[O:12])[CH2:9][CH2:10]2)[O:24][CH2:25]1. The yield is 0.380. (6) The reactants are [CH2:1]([N:3]1[C:7]([C:8]2[CH:9]=[C:10]([C:14]([O:16][CH3:17])=[O:15])[O:11][C:12]=2[CH3:13])=[CH:6][CH:5]=[N:4]1)[CH3:2].C1C(=O)N([Cl:25])C(=O)C1. The catalyst is C1COCC1. The product is [Cl:25][C:6]1[CH:5]=[N:4][N:3]([CH2:1][CH3:2])[C:7]=1[C:8]1[CH:9]=[C:10]([C:14]([O:16][CH3:17])=[O:15])[O:11][C:12]=1[CH3:13]. The yield is 0.890. (7) The reactants are [CH3:1][C:2]1([CH3:20])[C:6]([CH3:8])([CH3:7])[O:5][B:4]([C:9]2[CH2:19][C:11]3([CH2:14][CH:13]([C:15](OC)=O)C3)C=2)[O:3]1.FC(F)(F)S(OC1CCC([C:33]([O:35][CH3:36])=[O:34])=CC=1)(=O)=O. No catalyst specified. The product is [CH3:20][C:2]1([CH3:1])[C:6]([CH3:7])([CH3:8])[O:5][B:4]([C:9]2[CH2:19][CH2:11][C:14]([C:33]([O:35][CH3:36])=[O:34])=[CH:13][CH:15]=2)[O:3]1. The yield is 0.466.